Dataset: Reaction yield outcomes from USPTO patents with 853,638 reactions. Task: Predict the reaction yield, written as a fraction of the theoretical maximum amount of product (1.0 means a 100% yield; for example, 0.34 means a 34% yield). The reactants are [CH3:1][Mg]Cl.[CH3:4][Si:5]1([CH3:12])[CH2:10][CH2:9][C:8](=[O:11])[CH2:7][CH2:6]1.[Cl-].[NH4+]. The catalyst is O1CCCC1. The product is [CH3:1][C:8]1([OH:11])[CH2:9][CH2:10][Si:5]([CH3:12])([CH3:4])[CH2:6][CH2:7]1. The yield is 0.900.